From a dataset of Forward reaction prediction with 1.9M reactions from USPTO patents (1976-2016). Predict the product of the given reaction. (1) Given the reactants [NH2:1][CH2:2][C:3]1[C:11]2[S:10](=[O:13])(=[O:12])[N:9]=[C:8]([C:14]3[C:15](=[O:32])[N:16]([CH2:25][C:26]4[CH:31]=[CH:30][CH:29]=[CH:28][CH:27]=4)[C:17]4[C:22]([C:23]=3[OH:24])=[CH:21][CH:20]=[CH:19][CH:18]=4)[NH:7][C:6]=2[S:5][CH:4]=1.C(N(CC)CC)C.[N:40]1([C:46](Cl)=[O:47])[CH2:45][CH2:44][O:43][CH2:42][CH2:41]1.Cl, predict the reaction product. The product is: [CH2:25]([N:16]1[C:17]2[C:22](=[CH:21][CH:20]=[CH:19][CH:18]=2)[C:23]([OH:24])=[C:14]([C:8]2[NH:7][C:6]3[S:5][CH:4]=[C:3]([CH2:2][NH:1][C:46]([N:40]4[CH2:45][CH2:44][O:43][CH2:42][CH2:41]4)=[O:47])[C:11]=3[S:10](=[O:13])(=[O:12])[N:9]=2)[C:15]1=[O:32])[C:26]1[CH:31]=[CH:30][CH:29]=[CH:28][CH:27]=1. (2) The product is: [F:31][C@H:29]1[CH2:28][N:27]([S:32]([C:35]2[CH:40]=[CH:39][C:38]([F:41])=[CH:37][CH:36]=2)(=[O:33])=[O:34])[C@H:26]([C:24]([NH:23][CH2:22][C:20]2[CH:21]=[C:16]([C:3]3[CH:8]=[N:7][C:6]([C:9]([F:12])([F:11])[F:10])=[CH:5][N:4]=3)[CH:17]=[CH:18][C:19]=2[F:42])=[O:25])[CH2:30]1. Given the reactants C[Sn](C)(C)[C:3]1[CH:8]=[N:7][C:6]([C:9]([F:12])([F:11])[F:10])=[CH:5][N:4]=1.Cl[C:16]1[CH:17]=[CH:18][C:19]([F:42])=[C:20]([CH2:22][NH:23][C:24]([C@@H:26]2[CH2:30][C@@H:29]([F:31])[CH2:28][N:27]2[S:32]([C:35]2[CH:40]=[CH:39][C:38]([F:41])=[CH:37][CH:36]=2)(=[O:34])=[O:33])=[O:25])[CH:21]=1, predict the reaction product. (3) Given the reactants Cl.[Cl:2][C:3]1[CH:8]=[CH:7][C:6]([CH:9]([CH2:13][C:14]2[CH:19]=[CH:18][C:17]([Cl:20])=[CH:16][CH:15]=2)[CH:10]([NH2:12])[CH3:11])=[CH:5][CH:4]=1.[F:21][C:22]1[CH:27]=[CH:26][C:25]([S:28](Cl)(=[O:30])=[O:29])=[CH:24][CH:23]=1.C(N(C(C)C)CC)(C)C, predict the reaction product. The product is: [Cl:2][C:3]1[CH:8]=[CH:7][C:6]([CH:9]([CH2:13][C:14]2[CH:15]=[CH:16][C:17]([Cl:20])=[CH:18][CH:19]=2)[CH:10]([NH:12][S:28]([C:25]2[CH:26]=[CH:27][C:22]([F:21])=[CH:23][CH:24]=2)(=[O:30])=[O:29])[CH3:11])=[CH:5][CH:4]=1. (4) Given the reactants Cl[C:2]1[CH:7]=[C:6]([Cl:8])[CH:5]=[CH:4][N:3]=1.N[C:10]1[CH:19]=[CH:18][C:13]([C:14]([NH:16][CH3:17])=[O:15])=[CH:12][CH:11]=1.C(=O)([O-])[O-].[Cs+].[Cs+].C1C=CC(P(C2C(C3C(P(C4C=CC=CC=4)C4C=CC=CC=4)=CC=C4C=3C=CC=C4)=C3C(C=CC=C3)=CC=2)C2C=CC=CC=2)=CC=1.CC([N:75](C)C)=O, predict the reaction product. The product is: [Cl:8][C:6]1[CH:5]=[CH:4][N:3]=[C:2]([NH:75][C:11]2[CH:12]=[C:13]([CH:18]=[CH:19][CH:10]=2)[C:14]([NH:16][CH3:17])=[O:15])[CH:7]=1.